Dataset: Catalyst prediction with 721,799 reactions and 888 catalyst types from USPTO. Task: Predict which catalyst facilitates the given reaction. (1) Reactant: [F:1][C:2]([F:20])([F:19])[C:3]([N:5]1[CH2:11][CH:10]([CH3:12])[C:9]2[CH:13]=[C:14]([Br:18])[C:15]([OH:17])=[CH:16][C:8]=2[CH2:7][CH2:6]1)=[O:4].[CH2:21](Br)[CH:22]=[CH2:23].C1CCN2C(=NCCC2)CC1. Product: [F:20][C:2]([F:19])([F:1])[C:3]([N:5]1[CH2:11][CH:10]([CH3:12])[C:9]2[CH:13]=[C:14]([Br:18])[C:15]([O:17][CH2:23][CH:22]=[CH2:21])=[CH:16][C:8]=2[CH2:7][CH2:6]1)=[O:4]. The catalyst class is: 317. (2) Reactant: [O:1]1[CH:5]=[CH:4][CH:3]=[C:2]1[C:6]1[O:7][C:8]([CH3:38])=[C:9]([CH2:11][O:12][C:13]2[CH:35]=[CH:34][C:16]([CH2:17][O:18][C:19]3[C:23](/[CH:24]=[CH:25]/[CH:26]=O)=[CH:22][N:21]([C:28]4[CH:33]=[CH:32][CH:31]=[CH:30][CH:29]=4)[N:20]=3)=[CH:15][C:14]=2[O:36][CH3:37])[N:10]=1.[CH2:39]([P:48](=[O:55])([O:52][CH2:53][CH3:54])[O:49][CH2:50][CH3:51])P(=O)(OCC)OCC.CN(C)C=O.[H-].[Na+]. Product: [O:1]1[CH:5]=[CH:4][CH:3]=[C:2]1[C:6]1[O:7][C:8]([CH3:38])=[C:9]([CH2:11][O:12][C:13]2[CH:35]=[CH:34][C:16]([CH2:17][O:18][C:19]3[C:23](/[CH:24]=[CH:25]/[CH:26]=[CH:39]/[P:48](=[O:55])([O:49][CH2:50][CH3:51])[O:52][CH2:53][CH3:54])=[CH:22][N:21]([C:28]4[CH:29]=[CH:30][CH:31]=[CH:32][CH:33]=4)[N:20]=3)=[CH:15][C:14]=2[O:36][CH3:37])[N:10]=1. The catalyst class is: 6. (3) Reactant: [CH3:1][C:2]1[CH:13]=[CH:12][C:5]2[NH:6][C:7](=[O:11])[O:8][C:9](=[O:10])[C:4]=2[CH:3]=1.[H-].[Na+].[F:16][C:17]1[CH:24]=[CH:23][C:20]([CH2:21]Br)=[CH:19][CH:18]=1. Product: [F:16][C:17]1[CH:24]=[CH:23][C:20]([CH2:21][N:6]2[C:5]3[CH:12]=[CH:13][C:2]([CH3:1])=[CH:3][C:4]=3[C:9](=[O:10])[O:8][C:7]2=[O:11])=[CH:19][CH:18]=1. The catalyst class is: 3. (4) Reactant: [Br:1][C:2]1[CH:7]=[C:6]2[NH:8][CH2:9][C:10]3([CH2:15][CH2:14][O:13][CH2:12][CH2:11]3)[C:5]2=[CH:4][CH:3]=1.Cl[C:17]1[C:26]2[C:21](=[CH:22][C:23]([F:27])=[CH:24][CH:25]=2)[N:20]=[C:19]([C:28]2[CH:33]=[CH:32][CH:31]=[CH:30][N:29]=2)[C:18]=1[CH3:34].[H-].[Na+]. Product: [Br:1][C:2]1[CH:7]=[C:6]2[N:8]([C:17]3[C:26]4[C:21](=[CH:22][C:23]([F:27])=[CH:24][CH:25]=4)[N:20]=[C:19]([C:28]4[CH:33]=[CH:32][CH:31]=[CH:30][N:29]=4)[C:18]=3[CH3:34])[CH2:9][C:10]3([CH2:15][CH2:14][O:13][CH2:12][CH2:11]3)[C:5]2=[CH:4][CH:3]=1. The catalyst class is: 3. (5) The catalyst class is: 7. Product: [CH2:1]([C:5]1[N:9]([S:23]([C:17]2[CH:22]=[CH:21][CH:20]=[CH:19][CH:18]=2)(=[O:25])=[O:24])[CH:8]=[C:7]([C:10]([O:12][CH2:13][CH3:14])=[O:11])[CH:6]=1)[CH2:2][CH2:3][CH3:4]. Reactant: [CH2:1]([C:5]1[NH:9][CH:8]=[C:7]([C:10]([O:12][CH2:13][CH3:14])=[O:11])[CH:6]=1)[CH2:2][CH2:3][CH3:4].[H-].[Na+].[C:17]1([S:23](Cl)(=[O:25])=[O:24])[CH:22]=[CH:21][CH:20]=[CH:19][CH:18]=1.O.